Dataset: Full USPTO retrosynthesis dataset with 1.9M reactions from patents (1976-2016). Task: Predict the reactants needed to synthesize the given product. (1) Given the product [Cl:30][C:27]1[CH:28]=[CH:29][C:24]([NH:23][C:21](=[O:22])[C:20]([NH:19][C@H:9]2[CH2:10][CH2:11][C@H:12]([C:14](=[O:15])[N:16]([CH3:17])[CH3:18])[CH2:13][C@H:8]2[NH:7][C:6]([C:47]2[S:48][C:42]3[CH2:41][N:40]([CH3:39])[CH2:45][CH2:44][C:43]=3[N:46]=2)=[O:5])=[O:31])=[N:25][CH:26]=1, predict the reactants needed to synthesize it. The reactants are: C([O:5][C:6](=O)[NH:7][C@@H:8]1[CH2:13][C@@H:12]([C:14]([N:16]([CH3:18])[CH3:17])=[O:15])[CH2:11][CH2:10][C@@H:9]1[NH:19][C:20](=[O:31])[C:21]([NH:23][C:24]1[CH:29]=[CH:28][C:27]([Cl:30])=[CH:26][N:25]=1)=[O:22])(C)(C)C.CS(O)(=O)=O.Cl.[CH3:39][N:40]1[CH2:45][CH2:44][C:43]2[N:46]=[C:47](C(O)=O)[S:48][C:42]=2[CH2:41]1. (2) Given the product [F:1][C:2]([F:34])([F:33])[C:3]1[N:8]=[CH:7][C:6]([C@H:9]([NH:12][C:13]([C:15]2[C:16]([CH3:35])=[C:17]([C:24]([N:26]3[CH2:30][CH2:29][CH2:28][C@@H:27]3[CH3:31])=[O:25])[N:18]3[CH2:23][CH2:22][O:21][CH2:20][C:19]=23)=[O:14])[CH2:10][CH3:11])=[CH:5][CH:4]=1, predict the reactants needed to synthesize it. The reactants are: [F:1][C:2]([F:34])([F:33])[C:3]1[N:8]=[CH:7][C:6]([C@H:9]([NH:12][C:13]([C:15]2[C:16](Br)=[C:17]([C:24]([N:26]3[CH2:30][CH2:29][CH2:28][C@@H:27]3[CH3:31])=[O:25])[N:18]3[CH2:23][CH2:22][O:21][CH2:20][C:19]=23)=[O:14])[CH2:10][CH3:11])=[CH:5][CH:4]=1.[CH3:35][Sn](C)(C)C. (3) Given the product [NH2:1][CH:2]1[CH2:3][C@@H:4]2[N:10]([CH2:54][C:47]3[NH:46][C:45]([C:56]4[S:57][CH:58]=[CH:59][N:60]=4)=[N:44][C@@H:43]([C:37]4[CH:38]=[CH:39][C:40]([F:42])=[CH:41][C:36]=4[Br:35])[C:48]=3[C:49]([O:51][CH2:52][CH3:53])=[O:50])[C@@H:8]([CH2:7][O:6][CH2:5]2)[CH2:9]1, predict the reactants needed to synthesize it. The reactants are: [NH2:1][CH:2]1[CH2:9][C@@H:8]2[N:10](CC3NC(C4SC=CN=4)=N[C@@H](C4C=CC(F)=CC=4Cl)C=3C(OC)=O)[C@@H:4]([CH2:5][O:6][CH2:7]2)[CH2:3]1.[Br:35][C:36]1[CH:41]=[C:40]([F:42])[CH:39]=[CH:38][C:37]=1[C@H:43]1[C:48]([C:49]([O:51][CH2:52][CH3:53])=[O:50])=[C:47]([CH2:54]Br)[NH:46][C:45]([C:56]2[S:57][CH:58]=[CH:59][N:60]=2)=[N:44]1. (4) Given the product [CH3:29][C:30]1([CH3:42])[C:39]2[C:34](=[CH:35][CH:36]=[C:37]([C:40]#[C:41][C:21]3[CH:28]=[CH:27][C:24]([C:25]#[N:26])=[CH:23][N:22]=3)[CH:38]=2)[S:33][CH2:32][CH2:31]1, predict the reactants needed to synthesize it. The reactants are: C1(P(C2C=CC=CC=2)C2C=CC=CC=2)C=CC=CC=1.Cl[C:21]1[CH:28]=[CH:27][C:24]([C:25]#[N:26])=[CH:23][N:22]=1.[CH3:29][C:30]1([CH3:42])[C:39]2[C:34](=[CH:35][CH:36]=[C:37]([C:40]#[CH:41])[CH:38]=2)[S:33][CH2:32][CH2:31]1.C(N(CC)CC)C. (5) Given the product [Cl:1][C:2]1[CH:3]=[C:4]([C@@H:8]2[C@@H:9]([C:22]3[CH:27]=[CH:26][C:25]([Cl:28])=[CH:24][CH:23]=3)[N:10]([C@@H:15]([CH2:20][CH3:21])[CH2:16][OH:17])[C:11](=[O:14])[CH2:12][CH2:13]2)[CH:5]=[CH:6][CH:7]=1, predict the reactants needed to synthesize it. The reactants are: [Cl:1][C:2]1[CH:3]=[C:4]([C@H:8]2[CH2:13][CH2:12][C:11](=[O:14])[N:10]([C@@H:15]([CH2:20][CH3:21])[C:16](OC)=[O:17])[C@@H:9]2[C:22]2[CH:27]=[CH:26][C:25]([Cl:28])=[CH:24][CH:23]=2)[CH:5]=[CH:6][CH:7]=1.[BH4-].[Li+].CO. (6) Given the product [F:11][C:12]1[CH:17]=[C:16]([F:18])[CH:15]=[CH:14][C:13]=1[C:2]1[CH:9]=[CH:8][C:5]([CH:6]=[O:7])=[C:4]([OH:10])[CH:3]=1, predict the reactants needed to synthesize it. The reactants are: Br[C:2]1[CH:9]=[CH:8][C:5]([CH:6]=[O:7])=[C:4]([OH:10])[CH:3]=1.[F:11][C:12]1[CH:17]=[C:16]([F:18])[CH:15]=[CH:14][C:13]=1B(O)O.C(=O)([O-])[O-].[Na+].[Na+].C1(P(C2CCCCC2)C2C=CC=CC=2C2C(OC)=CC=CC=2OC)CCCCC1.